Dataset: Peptide-MHC class I binding affinity with 185,985 pairs from IEDB/IMGT. Task: Regression. Given a peptide amino acid sequence and an MHC pseudo amino acid sequence, predict their binding affinity value. This is MHC class I binding data. (1) The peptide sequence is DPEKFNARMA. The MHC is HLA-B35:01 with pseudo-sequence HLA-B35:01. The binding affinity (normalized) is 0. (2) The peptide sequence is QPEWFRNVL. The MHC is HLA-B07:02 with pseudo-sequence HLA-B07:02. The binding affinity (normalized) is 0.764. (3) The peptide sequence is VPRPCQKSL. The MHC is HLA-B15:09 with pseudo-sequence HLA-B15:09. The binding affinity (normalized) is 0.0847. (4) The peptide sequence is AYIDNYNKF. The MHC is Patr-B1301 with pseudo-sequence Patr-B1301. The binding affinity (normalized) is 0.00405. (5) The peptide sequence is THEGVVCAL. The MHC is HLA-B40:01 with pseudo-sequence HLA-B40:01. The binding affinity (normalized) is 0.213.